This data is from Forward reaction prediction with 1.9M reactions from USPTO patents (1976-2016). The task is: Predict the product of the given reaction. (1) Given the reactants [CH3:1][O:2][C:3]1[CH:22]=[C:21]([O:23][CH3:24])[CH:20]=[CH:19][C:4]=1[CH2:5][NH:6][CH2:7][C:8]#[C:9][C:10]1[CH:15]=[CH:14][C:13]([N+:16]([O-:18])=[O:17])=[CH:12][CH:11]=1.[Br:25][C:26]1[CH:27]=[C:28]([C:31](O)=[O:32])[NH:29][CH:30]=1.Cl.C(N=C=NCCCN(C)C)C.O.ON1C2C=CC=CC=2N=N1.C(N(CC)CC)C, predict the reaction product. The product is: [Br:25][C:26]1[CH:27]=[C:28]([C:31]([N:6]([CH2:5][C:4]2[CH:19]=[CH:20][C:21]([O:23][CH3:24])=[CH:22][C:3]=2[O:2][CH3:1])[CH2:7][C:8]#[C:9][C:10]2[CH:15]=[CH:14][C:13]([N+:16]([O-:18])=[O:17])=[CH:12][CH:11]=2)=[O:32])[NH:29][CH:30]=1. (2) Given the reactants ClC1C(F)=C(C=C(C(F)(F)F)C=1)CN1CCC(COC2C(C3CC3)=CC(C(O)=O)=C(F)C=2)(F)CC1.[CH:36]1([C:39]2[C:40]([O:49][CH2:50][C:51]3([F:67])[CH2:56][CH2:55][N:54]([C@@H:57]([C:59]4[CH:64]=[C:63]([Cl:65])[CH:62]=[C:61]([Cl:66])[CH:60]=4)[CH3:58])[CH2:53][CH2:52]3)=[CH:41][C:42]([F:48])=[C:43]([CH:47]=2)[C:44](O)=[O:45])[CH2:38][CH2:37]1.CS(N)(=O)=O.[CH:73]1([S:76]([NH2:79])(=[O:78])=[O:77])[CH2:75][CH2:74]1, predict the reaction product. The product is: [CH:36]1([C:39]2[C:40]([O:49][CH2:50][C:51]3([F:67])[CH:52]=[CH:53][N:54]([C@H:57]([C:59]4[CH:64]=[C:63]([Cl:65])[CH:62]=[C:61]([Cl:66])[CH:60]=4)[CH3:58])[CH:55]=[CH:56]3)=[CH:41][C:42]([F:48])=[C:43]([CH:47]=2)[C:44]([NH:79][S:76]([CH:73]2[CH2:75][CH2:74]2)(=[O:78])=[O:77])=[O:45])[CH2:37][CH2:38]1. (3) Given the reactants [OH:1][CH2:2][CH2:3][NH:4][C:5]([N:7]1[CH2:12][CH2:11][CH:10]([C:13]2[CH:18]=[CH:17][C:16]([NH:19][C:20]([C:22]3[N:23](COCC[Si](C)(C)C)[CH:24]=[C:25]([C:27]#[N:28])[N:26]=3)=[O:21])=[C:15]([C:37]3[CH2:42][CH2:41][CH2:40][CH2:39][CH:38]=3)[CH:14]=2)[CH2:9][CH2:8]1)=[O:6].CCO.C(O)(C(F)(F)F)=O, predict the reaction product. The product is: [OH:1][CH2:2][CH2:3][NH:4][C:5]([N:7]1[CH2:12][CH2:11][CH:10]([C:13]2[CH:18]=[CH:17][C:16]([NH:19][C:20]([C:22]3[NH:23][CH:24]=[C:25]([C:27]#[N:28])[N:26]=3)=[O:21])=[C:15]([C:37]3[CH2:42][CH2:41][CH2:40][CH2:39][CH:38]=3)[CH:14]=2)[CH2:9][CH2:8]1)=[O:6]. (4) Given the reactants [C:1]([O:5][C:6]([NH:8][CH2:9][C:10]1([CH3:25])[C:23](=[O:24])[C:14]2[C:15]([C:18]([O:20]CC)=[O:19])=[CH:16][O:17][C:13]=2[CH2:12][CH2:11]1)=[O:7])([CH3:4])([CH3:3])[CH3:2].CC1(C)C(=O)C2C(C(OCC)=O)=COC=2CC1, predict the reaction product. The product is: [C:1]([O:5][C:6]([NH:8][CH2:9][C:10]1([CH3:25])[C:23](=[O:24])[C:14]2[C:15]([C:18]([OH:20])=[O:19])=[CH:16][O:17][C:13]=2[CH2:12][CH2:11]1)=[O:7])([CH3:4])([CH3:2])[CH3:3]. (5) Given the reactants [F:1][C:2]([F:23])([F:22])[C:3]1[CH:4]=[C:5]2[C:9](=[CH:10][CH:11]=1)[N:8]([CH2:12][C:13]1[CH:18]=[CH:17][N:16]=[CH:15][CH:14]=1)[C:7]([C:19]([OH:21])=O)=[CH:6]2.[Cl:24][C:25]1[CH:30]=[CH:29][C:28]([NH2:31])=[CH:27][N:26]=1, predict the reaction product. The product is: [Cl:24][C:25]1[N:26]=[CH:27][C:28]([NH:31][C:19]([C:7]2[N:8]([CH2:12][C:13]3[CH:14]=[CH:15][N:16]=[CH:17][CH:18]=3)[C:9]3[C:5]([CH:6]=2)=[CH:4][C:3]([C:2]([F:1])([F:22])[F:23])=[CH:11][CH:10]=3)=[O:21])=[CH:29][CH:30]=1. (6) Given the reactants [CH3:1][O:2][C:3]1[CH:11]=[CH:10][C:6]2[N:7]=[CH:8][NH:9][C:5]=2[CH:4]=1.[H-].[Na+].[CH2:25](C(OC(Cl)[CH2:25][C:26]1[CH:31]=[CH:30][CH:29]=[CH:28][CH:27]=1)Cl)[C:26]1[CH:31]=[CH:30][CH:29]=[CH:28][CH:27]=1.O.CN(C)[CH:36]=[O:37], predict the reaction product. The product is: [CH2:25]([O:37][CH2:36][N:9]1[C:5]2[CH:4]=[C:3]([O:2][CH3:1])[CH:11]=[CH:10][C:6]=2[N:7]=[CH:8]1)[C:26]1[CH:27]=[CH:28][CH:29]=[CH:30][CH:31]=1.